From a dataset of Forward reaction prediction with 1.9M reactions from USPTO patents (1976-2016). Predict the product of the given reaction. (1) Given the reactants [CH:1]1[C:10]2[C:5](=[CH:6][CH:7]=[CH:8][CH:9]=2)[CH:4]=[CH:3][C:2]=1[C:11]1[N:12]2[CH2:20][CH2:19][N:18]=[C:13]2[S:14][C:15]=1[CH:16]=[O:17].[CH3:21][Mg]Br.O, predict the reaction product. The product is: [CH:1]1[C:10]2[C:5](=[CH:6][CH:7]=[CH:8][CH:9]=2)[CH:4]=[CH:3][C:2]=1[C:11]1[N:12]2[CH2:20][CH2:19][N:18]=[C:13]2[S:14][C:15]=1[CH:16]([OH:17])[CH3:21]. (2) Given the reactants [CH3:1][N:2]([CH3:26])[S:3]([C:6]1[CH:25]=[CH:24][C:9]([O:10][CH2:11]/[C:12](=[CH:22]\[F:23])/[CH2:13][NH:14]C(=O)OC(C)(C)C)=[CH:8][CH:7]=1)(=[O:5])=[O:4].FC(F)(F)C(O)=O.[ClH:34], predict the reaction product. The product is: [ClH:34].[NH2:14][CH2:13]/[C:12](=[CH:22]/[F:23])/[CH2:11][O:10][C:9]1[CH:8]=[CH:7][C:6]([S:3]([N:2]([CH3:1])[CH3:26])(=[O:5])=[O:4])=[CH:25][CH:24]=1.